Task: Predict the product of the given reaction.. Dataset: Forward reaction prediction with 1.9M reactions from USPTO patents (1976-2016) (1) Given the reactants [Br:1][C:2]1[CH:3]=[CH:4][C:5]2CC[C:8]3[C:13]([C:14]=2[CH:15]=1)=[CH:12][C:11]([Br:16])=[CH:10][CH:9]=3.Cl.C([O:21][CH2:22][CH3:23])(=O)C.C(OC(=O)C)(=[O:26])C, predict the reaction product. The product is: [Br:1][C:2]1[CH:3]=[CH:4][C:5]2[C:22](=[O:21])[C:23](=[O:26])[C:8]3[C:13]([C:14]=2[CH:15]=1)=[CH:12][C:11]([Br:16])=[CH:10][CH:9]=3. (2) The product is: [OH:7][CH:6]([C:5]1[CH:4]=[C:3]([CH:10]=[CH:9][CH:8]=1)[C:1]#[N:2])[CH2:14][N+:11]([O-:13])=[O:12]. Given the reactants [C:1]([C:3]1[CH:4]=[C:5]([CH:8]=[CH:9][CH:10]=1)[CH:6]=[O:7])#[N:2].[N+:11]([CH3:14])([O-:13])=[O:12].C(NCC)C, predict the reaction product. (3) Given the reactants [Cl:1][C:2]1[CH:7]=[CH:6][C:5]([CH:8]([C:32]2[CH:37]=[CH:36][C:35]([Cl:38])=[CH:34][CH:33]=2)[C:9]2[CH:10]=[C:11]3[C:16](=[CH:17][CH:18]=2)[N:15]=[C:14]([OH:19])[CH:13]=[C:12]3[NH:20][C:21]2[CH:31]=[CH:30][C:24]([O:25][CH2:26][C:27]([OH:29])=O)=[CH:23][CH:22]=2)=[CH:4][CH:3]=1.[NH4+].[Cl-].CC[N:43](C(C)C)C(C)C.CN(C(ON1N=NC2C=CC=NC1=2)=[N+](C)C)C.F[P-](F)(F)(F)(F)F, predict the reaction product. The product is: [Cl:38][C:35]1[CH:34]=[CH:33][C:32]([CH:8]([C:5]2[CH:4]=[CH:3][C:2]([Cl:1])=[CH:7][CH:6]=2)[C:9]2[CH:10]=[C:11]3[C:16](=[CH:17][CH:18]=2)[N:15]=[C:14]([OH:19])[CH:13]=[C:12]3[NH:20][C:21]2[CH:31]=[CH:30][C:24]([O:25][CH2:26][C:27]([NH2:43])=[O:29])=[CH:23][CH:22]=2)=[CH:37][CH:36]=1. (4) Given the reactants [CH2:1]([N:8]1[CH2:13][CH2:12][CH:11]([NH:14][C:15]2[C:16]([CH3:27])=[N:17][O:18][C:19]=2[C:20]2[CH:25]=[CH:24][C:23](Br)=[CH:22][CH:21]=2)[CH2:10][CH2:9]1)[C:2]1[CH:7]=[CH:6][CH:5]=[CH:4][CH:3]=1.[CH2:28]([O:30][C:31](=[O:51])[CH2:32][C:33]1([C:36]2[CH:41]=[CH:40][C:39](B3OC(C)(C)C(C)(C)O3)=[CH:38][CH:37]=2)[CH2:35][CH2:34]1)[CH3:29], predict the reaction product. The product is: [CH2:28]([O:30][C:31](=[O:51])[CH2:32][C:33]1([C:36]2[CH:41]=[CH:40][C:39]([C:23]3[CH:24]=[CH:25][C:20]([C:19]4[O:18][N:17]=[C:16]([CH3:27])[C:15]=4[NH:14][CH:11]4[CH2:12][CH2:13][N:8]([CH2:1][C:2]5[CH:7]=[CH:6][CH:5]=[CH:4][CH:3]=5)[CH2:9][CH2:10]4)=[CH:21][CH:22]=3)=[CH:38][CH:37]=2)[CH2:35][CH2:34]1)[CH3:29]. (5) Given the reactants C([O:3][C:4](=O)[CH:5]=[C:6]([O:19][C:20]1[CH:25]=[CH:24][CH:23]=[CH:22][C:21]=1[Cl:26])[CH2:7][NH:8][CH:9]([C:15]([O:17][CH3:18])=[O:16])[CH2:10][C:11]([F:14])([F:13])[F:12])C, predict the reaction product. The product is: [CH3:18][O:17][C:15](=[O:16])[CH:9]([N:8]1[CH2:7][C:6]([O:19][C:20]2[CH:25]=[CH:24][CH:23]=[CH:22][C:21]=2[Cl:26])=[CH:5][C:4]1=[O:3])[CH2:10][C:11]([F:14])([F:13])[F:12].